This data is from Full USPTO retrosynthesis dataset with 1.9M reactions from patents (1976-2016). The task is: Predict the reactants needed to synthesize the given product. (1) Given the product [Cl:1][C:2]1[CH:3]=[CH:4][C:5]([C:8]2[C:17]3[C:12](=[CH:13][CH:14]=[CH:15][CH:16]=3)[C:11](=[O:18])[N:10]([CH2:19][C:20]3[CH:21]=[CH:22][C:23]([CH:26]([CH:30]4[CH2:34][CH2:33][CH2:32][CH2:31]4)[C:27]([NH:36][CH2:37][C:38]4[CH:39]=[CH:40][C:41]([C:44]([O:46][CH3:47])=[O:45])=[CH:42][CH:43]=4)=[O:28])=[CH:24][CH:25]=3)[N:9]=2)=[CH:6][CH:7]=1, predict the reactants needed to synthesize it. The reactants are: [Cl:1][C:2]1[CH:7]=[CH:6][C:5]([C:8]2[C:17]3[C:12](=[CH:13][CH:14]=[CH:15][CH:16]=3)[C:11](=[O:18])[N:10]([CH2:19][C:20]3[CH:25]=[CH:24][C:23]([CH:26]([CH:30]4[CH2:34][CH2:33][CH2:32][CH2:31]4)[C:27](O)=[O:28])=[CH:22][CH:21]=3)[N:9]=2)=[CH:4][CH:3]=1.Cl.[NH2:36][CH2:37][C:38]1[CH:43]=[CH:42][C:41]([C:44]([O:46][CH3:47])=[O:45])=[CH:40][CH:39]=1.O.ON1C2C=CC=CC=2N=N1.Cl.CN(C)CCCN=C=NCC.C(N(CC)CC)C.Cl. (2) Given the product [CH3:1][O:2][C:3](=[O:19])[CH:4]([NH:8][C:9](=[O:18])[C:10]1[C:11]([Cl:17])=[CH:12][CH:13]=[CH:14][C:15]=1[Cl:16])[CH2:5]/[CH:6]=[CH:7]/[C:21]1[CH:22]=[CH:23][C:24]([N:27]([CH2:34][C:35]2[CH:40]=[CH:39][CH:38]=[CH:37][N:36]=2)[C:28]2[N:29]=[CH:30][CH:31]=[CH:32][N:33]=2)=[CH:25][CH:26]=1, predict the reactants needed to synthesize it. The reactants are: [CH3:1][O:2][C:3](=[O:19])[CH:4]([NH:8][C:9](=[O:18])[C:10]1[C:15]([Cl:16])=[CH:14][CH:13]=[CH:12][C:11]=1[Cl:17])[CH2:5][CH:6]=[CH2:7].I[C:21]1[CH:26]=[CH:25][C:24]([N:27]([CH2:34][C:35]2[CH:40]=[CH:39][CH:38]=[CH:37][N:36]=2)[C:28]2[N:33]=[CH:32][CH:31]=[CH:30][N:29]=2)=[CH:23][CH:22]=1. (3) The reactants are: [F:1][C:2]([F:17])([F:16])[C:3]1[CH:8]=[CH:7][CH:6]=[C:5]([F:9])[C:4]=1[C:10]1[CH:15]=[CH:14][N:13]=[CH:12][CH:11]=1.ClC1C=CC=C(C(OO)=[O:26])C=1.S([O-])([O-])=O.[Na+].[Na+]. Given the product [F:17][C:2]([F:16])([F:1])[C:3]1[CH:8]=[CH:7][CH:6]=[C:5]([F:9])[C:4]=1[C:10]1[CH:11]=[CH:12][N+:13]([O-:26])=[CH:14][CH:15]=1, predict the reactants needed to synthesize it. (4) Given the product [Si:34]([O:47][C:48]1[CH:53]=[CH:52][C:51]([NH2:54])=[CH:50][C:49]=1[O:57][CH3:58])([C:30]([CH3:33])([CH3:32])[CH3:31])([C:41]1[CH:42]=[CH:43][CH:44]=[CH:45][CH:46]=1)[C:35]1[CH:40]=[CH:39][CH:38]=[CH:37][CH:36]=1, predict the reactants needed to synthesize it. The reactants are: COC1C(OC)=CC2N(C)C(=O)CN=C(C3C=CC=C(C#CCCCC)C=3)C=2C=1.[C:30]([Si:34]([O:47][C:48]1[CH:53]=[CH:52][C:51]([N+:54]([O-])=O)=[CH:50][C:49]=1[O:57][CH3:58])([C:41]1[CH:46]=[CH:45][CH:44]=[CH:43][CH:42]=1)[C:35]1[CH:40]=[CH:39][CH:38]=[CH:37][CH:36]=1)([CH3:33])([CH3:32])[CH3:31]. (5) Given the product [NH2:9][C:7]1[CH:8]=[CH:4][N:5]([C:22]([O:21][C:18]([CH3:20])([CH3:19])[CH3:17])=[O:23])[N:6]=1, predict the reactants needed to synthesize it. The reactants are: C1([C:4]2[CH:8]=[C:7]([NH2:9])[NH:6][N:5]=2)CC1.C(N(CC)CC)C.[CH3:17][C:18]([O:21][C:22](O[C:22]([O:21][C:18]([CH3:20])([CH3:19])[CH3:17])=[O:23])=[O:23])([CH3:20])[CH3:19].